This data is from Full USPTO retrosynthesis dataset with 1.9M reactions from patents (1976-2016). The task is: Predict the reactants needed to synthesize the given product. (1) Given the product [Br:1][C:2]1[C:3](=[O:4])[N:9]([C:10]2[CH:15]=[CH:14][C:13]([C:16]([F:19])([F:18])[F:17])=[CH:12][C:11]=2[S:20]([CH3:23])(=[O:22])=[O:21])[N:8]=[CH:7][C:6]=1[Br:24], predict the reactants needed to synthesize it. The reactants are: [Br:1]/[C:2](=[C:6](\[Br:24])/[CH:7]=[N:8]\[NH:9][C:10]1[CH:15]=[CH:14][C:13]([C:16]([F:19])([F:18])[F:17])=[CH:12][C:11]=1[S:20]([CH3:23])(=[O:22])=[O:21])/[C:3](O)=[O:4].C(N1C=CN=C1)(N1C=CN=C1)=O.ClCCl. (2) The reactants are: [CH3:1][O:2][CH2:3][O:4][C:5]1[CH:13]=[C:12]([CH:14]([CH3:16])[CH3:15])[CH:11]=[CH:10][C:6]=1[C:7]([OH:9])=O.[O-]CC.[Na+].C(Cl)(=O)C(Cl)=O.N1C=CC=CC=1.[Cl:33][C:34]1[CH:35]=[CH:36][C:37]([NH:40][C:41](=[O:49])[C:42]2[CH:47]=[CH:46][CH:45]=[CH:44][C:43]=2[NH2:48])=[N:38][CH:39]=1. Given the product [CH3:1][O:2][CH2:3][O:4][C:5]1[CH:13]=[C:12]([CH:14]([CH3:16])[CH3:15])[CH:11]=[CH:10][C:6]=1[C:7]([NH:48][C:43]1[CH:44]=[CH:45][CH:46]=[CH:47][C:42]=1[C:41]([NH:40][C:37]1[CH:36]=[CH:35][C:34]([Cl:33])=[CH:39][N:38]=1)=[O:49])=[O:9], predict the reactants needed to synthesize it. (3) Given the product [ClH:34].[ClH:34].[NH2:24][CH:17]([C:18]1[CH:19]=[CH:20][CH:21]=[CH:22][CH:23]=1)[C:16]([N:13]1[CH2:14][CH2:15][CH:10]([N:8]2[CH2:9][C:5]3=[CH:4][N:3]=[C:2]([CH3:1])[N:6]3[C:7]2=[O:33])[CH2:11][CH2:12]1)=[O:32], predict the reactants needed to synthesize it. The reactants are: [CH3:1][C:2]1[N:6]2[C:7](=[O:33])[N:8]([CH:10]3[CH2:15][CH2:14][N:13]([C:16](=[O:32])[CH:17]([NH:24]C(=O)OC(C)(C)C)[C:18]4[CH:23]=[CH:22][CH:21]=[CH:20][CH:19]=4)[CH2:12][CH2:11]3)[CH2:9][C:5]2=[CH:4][N:3]=1.[ClH:34]. (4) Given the product [CH3:1][O:2][C:3]1[CH:22]=[CH:21][C:6]([CH2:7][N:8]2[C:12]3[CH:13]=[N:14][C:15]([CH:17]([NH2:19])[CH3:18])=[CH:16][C:11]=3[N:10]=[CH:9]2)=[CH:5][CH:4]=1, predict the reactants needed to synthesize it. The reactants are: [CH3:1][O:2][C:3]1[CH:22]=[CH:21][C:6]([CH2:7][N:8]2[C:12]3[CH:13]=[N:14][C:15]([C:17](=[N:19]O)[CH3:18])=[CH:16][C:11]=3[N:10]=[CH:9]2)=[CH:5][CH:4]=1.[Cl-].[NH4+]. (5) Given the product [O:15]([C:22]1[CH:23]=[C:24]([NH:25][CH2:8][C:7]2[CH:10]=[CH:11][CH:12]=[C:5]([O:4][CH2:3][C:2]([F:14])([F:13])[F:1])[CH:6]=2)[CH:26]=[CH:27][CH:28]=1)[C:16]1[CH:17]=[CH:18][CH:19]=[CH:20][CH:21]=1, predict the reactants needed to synthesize it. The reactants are: [F:1][C:2]([F:14])([F:13])[CH2:3][O:4][C:5]1[CH:6]=[C:7]([CH:10]=[CH:11][CH:12]=1)[CH:8]=O.[O:15]([C:22]1[CH:23]=[C:24]([CH:26]=[CH:27][CH:28]=1)[NH2:25])[C:16]1[CH:21]=[CH:20][CH:19]=[CH:18][CH:17]=1.[BH4-].[Na+]. (6) Given the product [Br:1][CH2:2][C:3]1[CH:11]=[CH:10][CH:9]=[C:8]2[C:4]=1[CH2:5][C:6]([CH3:14])=[CH:7]2, predict the reactants needed to synthesize it. The reactants are: [Br:1][CH2:2][C:3]1[CH:11]=[CH:10][CH:9]=[C:8]2[C:4]=1[CH2:5][CH:6]([CH3:14])[CH:7]2OC.CC1C=CC(S(O)(=O)=O)=CC=1.